From a dataset of Full USPTO retrosynthesis dataset with 1.9M reactions from patents (1976-2016). Predict the reactants needed to synthesize the given product. (1) Given the product [Br:8][C:5]1[CH:6]=[CH:7][C:2]([C:15]2[CH:14]=[CH:13][CH:12]=[C:11]([O:10][CH3:9])[CH:16]=2)=[N:3][CH:4]=1.[Br:1][C:2]1[CH:7]=[CH:6][C:5]([C:15]2[CH:14]=[CH:13][CH:12]=[C:11]([O:10][CH3:9])[CH:16]=2)=[CH:4][N:3]=1, predict the reactants needed to synthesize it. The reactants are: [Br:1][C:2]1[CH:7]=[CH:6][C:5]([Br:8])=[CH:4][N:3]=1.[CH3:9][O:10][C:11]1[CH:12]=[C:13](B(O)O)[CH:14]=[CH:15][CH:16]=1.C(Cl)Cl.C([O-])([O-])=O.[Cs+].[Cs+]. (2) Given the product [CH3:1][C:2]1[CH:3]=[CH:4][C:5]([CH2:6][NH:7][C:8](=[O:20])[CH2:9][CH2:10][C:11]2[CH:16]=[CH:15][C:14]([O:17][CH2:24][C:25]#[C:26][CH3:27])=[C:13]([O:18][CH3:19])[CH:12]=2)=[CH:21][CH:22]=1, predict the reactants needed to synthesize it. The reactants are: [CH3:1][C:2]1[CH:22]=[CH:21][C:5]([CH2:6][NH:7][C:8](=[O:20])[CH2:9][CH2:10][C:11]2[CH:16]=[CH:15][C:14]([OH:17])=[C:13]([O:18][CH3:19])[CH:12]=2)=[CH:4][CH:3]=1.Br[CH2:24][C:25]#[C:26][CH3:27]. (3) Given the product [C:19]1([N:25]2[CH2:30][CH2:29][N:28]([CH2:14][CH2:13][CH2:12][C:11]3[N:7]([C:1]4[CH:6]=[CH:5][CH:4]=[CH:3][CH:2]=4)[N:8]=[C:9]([CH:16]([CH3:18])[CH3:17])[CH:10]=3)[CH2:27][CH2:26]2)[CH:24]=[CH:23][CH:22]=[CH:21][CH:20]=1, predict the reactants needed to synthesize it. The reactants are: [C:1]1([N:7]2[C:11]([CH2:12][CH2:13][CH:14]=O)=[CH:10][C:9]([CH:16]([CH3:18])[CH3:17])=[N:8]2)[CH:6]=[CH:5][CH:4]=[CH:3][CH:2]=1.[C:19]1([N:25]2[CH2:30][CH2:29][NH:28][CH2:27][CH2:26]2)[CH:24]=[CH:23][CH:22]=[CH:21][CH:20]=1.CCN(C(C)C)C(C)C.[BH-](OC(C)=O)(OC(C)=O)OC(C)=O.[Na+]. (4) Given the product [CH3:1][N:2]1[C:6]([CH2:7][O:8][CH:13]2[CH2:14][CH2:15][CH2:16][CH2:17][O:12]2)=[CH:5][C:4]([N+:9]([O-:11])=[O:10])=[N:3]1, predict the reactants needed to synthesize it. The reactants are: [CH3:1][N:2]1[C:6]([CH2:7][OH:8])=[CH:5][C:4]([N+:9]([O-:11])=[O:10])=[N:3]1.[O:12]1[CH:17]=[CH:16][CH2:15][CH2:14][CH2:13]1.O.C1(C)C=CC(S(O)(=O)=O)=CC=1. (5) The reactants are: Br.[Br:2][C:3]1[CH:4]=[C:5]([CH2:10]Br)[C:6]([NH2:9])=[N:7][CH:8]=1.Cl.[CH2:13]([O:15][C:16](=[O:20])[C@H:17]([CH3:19])[NH2:18])[CH3:14].C(N(CC)CC)C. Given the product [NH2:9][C:6]1[C:5]([CH2:10][NH:18][C@@H:17]([CH3:19])[C:16]([O:15][CH2:13][CH3:14])=[O:20])=[CH:4][C:3]([Br:2])=[CH:8][N:7]=1, predict the reactants needed to synthesize it. (6) Given the product [Cl:1][C:2]1[C:3]([CH3:18])=[C:4]([N:10]2[CH2:17][CH2:16][CH2:15][CH:11]2[C:12]2[O:14][N:64]=[C:62]([CH3:63])[N:61]=2)[CH:5]=[CH:6][C:7]=1[C:8]#[N:9], predict the reactants needed to synthesize it. The reactants are: [Cl:1][C:2]1[C:3]([CH3:18])=[C:4]([N:10]2[CH2:17][CH2:16][CH2:15][C@H:11]2[C:12]([OH:14])=O)[CH:5]=[CH:6][C:7]=1[C:8]#[N:9].CN(C(ON1N=NC2C=CC=CC1=2)=[N+](C)C)C.[B-](F)(F)(F)F.C(N(C(C)C)CC)(C)C.ON1C2C=CC=CC=2N=N1.O[NH:61][C:62](=[NH:64])[CH3:63].